Task: Predict which catalyst facilitates the given reaction.. Dataset: Catalyst prediction with 721,799 reactions and 888 catalyst types from USPTO (1) Product: [CH3:1][O:2][C:3]([CH:5]1[CH:9]([NH:10][S:31]([C:28]2[CH:29]=[CH:30][C:25]([O:24][CH2:23][C:21]3[C:20]4[C:15](=[CH:16][CH:17]=[CH:18][CH:19]=4)[N:14]=[C:13]([CH3:12])[CH:22]=3)=[CH:26][CH:27]=2)(=[O:32])=[O:33])[CH2:8][O:7][CH2:6]1)=[O:4]. The catalyst class is: 34. Reactant: [CH3:1][O:2][C:3]([CH:5]1[CH:9]([NH2:10])[CH2:8][O:7][CH2:6]1)=[O:4].Cl.[CH3:12][C:13]1[CH:22]=[C:21]([CH2:23][O:24][C:25]2[CH:30]=[CH:29][C:28]([S:31](Cl)(=[O:33])=[O:32])=[CH:27][CH:26]=2)[C:20]2[C:15](=[CH:16][CH:17]=[CH:18][CH:19]=2)[N:14]=1.C([O-])(O)=O.[Na+]. (2) Reactant: [CH3:1][O:2][C:3]([C:5]1[N:9]=[CH:8][NH:7][N:6]=1)=[O:4].[NH:10]1[C:18]2[C:13](=[CH:14][C:15](B(O)O)=[CH:16][CH:17]=2)[CH:12]=[CH:11]1.C([O-])(=O)C.N1C=CC=CC=1. Product: [CH3:1][O:2][C:3]([C:5]1[N:9]=[CH:8][N:7]([C:15]2[CH:14]=[C:13]3[C:18](=[CH:17][CH:16]=2)[NH:10][CH:11]=[CH:12]3)[N:6]=1)=[O:4]. The catalyst class is: 9. (3) Reactant: [N+:1]([C:4]1[CH:9]=[CH:8][C:7]([C:10]2[CH:15]=[CH:14][N:13]=[CH:12][CH:11]=2)=[CH:6][C:5]=1[O:16][CH:17]([CH3:19])[CH3:18])([O-:3])=[O:2].[I:20][CH2:21][CH2:22][OH:23].C(OCC)C. Product: [I-:20].[OH:23][CH2:22][CH2:21][N+:13]1[CH:12]=[CH:11][C:10]([C:7]2[CH:8]=[CH:9][C:4]([N+:1]([O-:3])=[O:2])=[C:5]([O:16][CH:17]([CH3:19])[CH3:18])[CH:6]=2)=[CH:15][CH:14]=1. The catalyst class is: 10. (4) Reactant: Cl[C:2]1[C:11]2=[N:12][N:13](CC3C=CC(OC)=CC=3)[CH:14]=[C:10]2[C:9]2[CH:8]=[CH:7][CH:6]=[C:5]([O:24][CH3:25])[C:4]=2[N:3]=1.[S:26]1[CH2:31][CH2:30][N:29]([C:32]2[CH:38]=[CH:37][C:35]([NH2:36])=[CH:34][CH:33]=2)[CH2:28][CH2:27]1.Cl. Product: [CH3:25][O:24][C:5]1[C:4]2[N:3]=[C:2]([NH:36][C:35]3[CH:34]=[CH:33][C:32]([N:29]4[CH2:30][CH2:31][S:26][CH2:27][CH2:28]4)=[CH:38][CH:37]=3)[C:11]3=[N:12][NH:13][CH:14]=[C:10]3[C:9]=2[CH:8]=[CH:7][CH:6]=1. The catalyst class is: 71. (5) Reactant: [NH2:1][CH2:2][CH:3]1[CH2:8][CH2:7][C:6]2[C:9]3[C:14]([NH:15][C:16]4[CH:17]=[C:18]5[C:22](=[CH:23][CH:24]=4)[NH:21][N:20]=[CH:19]5)=[N:13][CH:12]=[N:11][C:10]=3[S:25][C:5]=2[CH2:4]1.O1CCCC1.[CH3:31][CH:32]([CH3:36])[C:33](Cl)=[O:34].C(N(CC)CC)C. Product: [NH:21]1[C:22]2[C:18](=[CH:17][C:16]([NH:15][C:14]3[C:9]4[C:6]5[CH2:7][CH2:8][CH:3]([CH2:2][NH:1][C:33](=[O:34])[CH:32]([CH3:36])[CH3:31])[CH2:4][C:5]=5[S:25][C:10]=4[N:11]=[CH:12][N:13]=3)=[CH:24][CH:23]=2)[CH:19]=[N:20]1. The catalyst class is: 6. (6) Reactant: [NH2:1][C:2]1[C:7]([C:8]([NH2:10])=[O:9])=[C:6]([C:11]2[CH:16]=[CH:15][C:14]([O:17][CH2:18][CH2:19][OH:20])=[CH:13][CH:12]=2)[C:5]([C:21]#[N:22])=[C:4]([S:23][CH2:24][C:25]2[N:26]=[C:27]([C:30]3[CH:35]=[CH:34][C:33]([Cl:36])=[CH:32][CH:31]=3)[S:28][CH:29]=2)[N:3]=1.O.[C:38]1(C)[CH:43]=CC(S(O)(=O)=O)=C[CH:39]=1. Product: [Cl:36][C:33]1[CH:32]=[CH:31][C:30]([C:27]2[S:28][CH:29]=[C:25]([CH2:24][S:23][C:4]3[C:5]([C:21]#[N:22])=[C:6]([C:11]4[CH:12]=[CH:13][C:14]([O:17][CH2:18][CH2:19][OH:20])=[CH:15][CH:16]=4)[C:7]4[C:8](=[O:9])[NH:10][C:38]([CH3:43])([CH3:39])[NH:1][C:2]=4[N:3]=3)[N:26]=2)=[CH:35][CH:34]=1. The catalyst class is: 21. (7) Reactant: [H-].[Na+].[F:3][C:4]1[CH:13]=[CH:12][C:7]([C:8](=[N:10][OH:11])[NH2:9])=[CH:6][CH:5]=1.[OH:14][C:15]([C:22]1[CH:27]=[CH:26][N:25]=[CH:24][CH:23]=1)([CH3:21])[C:16](OCC)=O.CCOC(C)=O.CCCCCC. Product: [F:3][C:4]1[CH:13]=[CH:12][C:7]([C:8]2[N:9]=[C:16]([C:15]([C:22]3[CH:27]=[CH:26][N:25]=[CH:24][CH:23]=3)([OH:14])[CH3:21])[O:11][N:10]=2)=[CH:6][CH:5]=1. The catalyst class is: 1. (8) Reactant: [C:1](Cl)(Cl)=[O:2].[OH:5][C:6]1[N:11]=[CH:10][C:9]([NH:12][C:13](=[O:20])[C:14]2[CH:19]=[CH:18][CH:17]=[CH:16][CH:15]=2)=[CH:8][CH:7]=1.C(N(CC)CC)C.N12CCN(CC1)CC2.[N:36]1[CH:41]=[CH:40][CH:39]=[CH:38][C:37]=1[CH2:42][N:43]1[CH2:48][CH2:47][NH:46][CH2:45][CH2:44]1. Product: [C:13]([NH:12][C:9]1[CH:8]=[CH:7][C:6]([O:5][C:1]([N:46]2[CH2:47][CH2:48][N:43]([CH2:42][C:37]3[CH:38]=[CH:39][CH:40]=[CH:41][N:36]=3)[CH2:44][CH2:45]2)=[O:2])=[N:11][CH:10]=1)(=[O:20])[C:14]1[CH:19]=[CH:18][CH:17]=[CH:16][CH:15]=1. The catalyst class is: 4. (9) Reactant: [N:1]([CH2:4][CH2:5][CH2:6][CH2:7][C:8]([O:10]C)=[O:9])=[N+:2]=[N-:3].[OH-].[K+]. Product: [N:1]([CH2:4][CH2:5][CH2:6][CH2:7][C:8]([OH:10])=[O:9])=[N+:2]=[N-:3]. The catalyst class is: 72.